From a dataset of NCI-60 drug combinations with 297,098 pairs across 59 cell lines. Regression. Given two drug SMILES strings and cell line genomic features, predict the synergy score measuring deviation from expected non-interaction effect. (1) Drug 2: CC1=C(N=C(N=C1N)C(CC(=O)N)NCC(C(=O)N)N)C(=O)NC(C(C2=CN=CN2)OC3C(C(C(C(O3)CO)O)O)OC4C(C(C(C(O4)CO)O)OC(=O)N)O)C(=O)NC(C)C(C(C)C(=O)NC(C(C)O)C(=O)NCCC5=NC(=CS5)C6=NC(=CS6)C(=O)NCCC[S+](C)C)O. Synergy scores: CSS=49.1, Synergy_ZIP=8.49, Synergy_Bliss=11.6, Synergy_Loewe=9.00, Synergy_HSA=14.1. Cell line: RXF 393. Drug 1: CC1=C2C(C(=O)C3(C(CC4C(C3C(C(C2(C)C)(CC1OC(=O)C(C(C5=CC=CC=C5)NC(=O)OC(C)(C)C)O)O)OC(=O)C6=CC=CC=C6)(CO4)OC(=O)C)OC)C)OC. (2) Drug 1: CCCS(=O)(=O)NC1=C(C(=C(C=C1)F)C(=O)C2=CNC3=C2C=C(C=N3)C4=CC=C(C=C4)Cl)F. Drug 2: CS(=O)(=O)C1=CC(=C(C=C1)C(=O)NC2=CC(=C(C=C2)Cl)C3=CC=CC=N3)Cl. Cell line: HT29. Synergy scores: CSS=56.8, Synergy_ZIP=9.10, Synergy_Bliss=12.1, Synergy_Loewe=-1.07, Synergy_HSA=11.1. (3) Drug 1: C1C(C(OC1N2C=NC3=C(N=C(N=C32)Cl)N)CO)O. Drug 2: C1=CC=C(C=C1)NC(=O)CCCCCCC(=O)NO. Cell line: T-47D. Synergy scores: CSS=28.2, Synergy_ZIP=-5.80, Synergy_Bliss=-3.48, Synergy_Loewe=-1.30, Synergy_HSA=1.47. (4) Drug 1: C1C(C(OC1N2C=NC(=NC2=O)N)CO)O. Drug 2: C(CN)CNCCSP(=O)(O)O. Cell line: MCF7. Synergy scores: CSS=-2.10, Synergy_ZIP=0.265, Synergy_Bliss=0.481, Synergy_Loewe=-5.10, Synergy_HSA=-2.55. (5) Cell line: NCIH23. Drug 2: CC1=C(C(=O)C2=C(C1=O)N3CC4C(C3(C2COC(=O)N)OC)N4)N. Drug 1: C1CC(=O)NC(=O)C1N2C(=O)C3=CC=CC=C3C2=O. Synergy scores: CSS=46.6, Synergy_ZIP=1.67, Synergy_Bliss=1.59, Synergy_Loewe=-30.8, Synergy_HSA=1.68. (6) Drug 1: CC=C1C(=O)NC(C(=O)OC2CC(=O)NC(C(=O)NC(CSSCCC=C2)C(=O)N1)C(C)C)C(C)C. Drug 2: COC1=C2C(=CC3=C1OC=C3)C=CC(=O)O2. Cell line: MDA-MB-231. Synergy scores: CSS=49.9, Synergy_ZIP=5.11, Synergy_Bliss=6.28, Synergy_Loewe=-38.2, Synergy_HSA=2.64.